From a dataset of Drug-target binding data from BindingDB using IC50 measurements. Regression. Given a target protein amino acid sequence and a drug SMILES string, predict the binding affinity score between them. We predict pIC50 (pIC50 = -log10(IC50 in M); higher means more potent). Dataset: bindingdb_ic50. (1) The drug is CCCCCCCCCCCCC(=O)N1CCCCC1CNC(=O)[C@@H](N)CCCCN. The target protein (P05696) has sequence MADVYPANDSTASQDVANRFARKGALRQKNVHEVKDHKFIARFFKQPTFCSHCTDFIWGFGKQGFQCQVCCFVVHKRCHEFVTFSCPGADKGPDTDDPRSKHKFKIHTYGSPTFCDHCGSLLYGLIHQGMKCDTCDMNVHKQCVINVPSLCGMDHTEKRGRIYLKAEVTDEKLHVTVRDAKNLIPMDPNGLSDPYVKLKLIPDPKNESKQKTKTIRSTLNPQWNESFTFKLKPSDKDRRLSVEIWDWDRTTRNDFMGSLSFGVSELMKMPASGWYKLLNQEEGEYYNVPIPEGDEEGNVELRQKFEKAKLGPAGNKVISPSEDRKQPSNNLDRVKLTDFNFLMVLGKGSFGKVMLADRKGTEELYAIKILKKDVVIQDDDVECTMVEKRVLALLDKPPFLTQLHSCFQTVDRLYFVMEYVNGGDLMYHIQQVGKFKEPQAVFYAAEISIGLFFLHKRGIIYRDLKLDNVMLDSEGHIKIADFGMCKEHMMDGVTTRTFCG.... The pIC50 is 4.6. (2) The pIC50 is 4.8. The compound is c1ccc(-c2nn(Cc3ncon3)c3ccccc23)cc1. The target protein sequence is MPTRKSNTYLSLVNSYLIDSPQPSSINYWWNLGSLLGLCLVIQIASGVFLAMHYSSNIELAFDSVEHIMRDVNAGWLIRYIHANGASFFFICMYLHIGKALYYGSYKQPRVMLWVIGVVIFILTMAIAFMGYCLVYGQMSHWGATVITNLLSAIPFIGNDIVPFIWGGFSVSNPTIQRFFALHFLLPFILAALVCMHLMALHVHGSSNPVGITGNIDRLPMHPYFIFKDLITVFVFLLIFSLFVFYSPNTLGHPDNYIPGNPMVTPPSIVPEWYLLPFYAILRSIPDKLGGVIAMFGAILILLSLPYTDRSIIRGNSFKVLSKLAFYLFVFNFILLGNLGQLHVEVPYIQLGQFATAYYFAHYIIVVPVISTLENILYYIGTQTRVK. (3) The small molecule is O=C(Nc1ccc(Cl)c(Cl)c1)c1cc(Cl)c(O)c(Cl)c1. The target protein (P16497) has sequence MEQDTQHVKPLQTKTDIHAVLASNGRIIYISANSKLHLGYLQGEMIGSFLKTFLHEEDQFLVESYFYNEHHLMPCTFRFIKKDHTIVWVEAAVEIVTTRAERTEREIILKMKVLEEETGHQSLNCEKHEIEPASPESTTYITDDYERLVENLPSPLCISVKGKIVYVNSAMLSMLGAKSKDAIIGKSSYEFIEEEYHDIVKNRIIRMQKGMEVGMIEQTWKRLDGTPVHLEVKASPTVYKNQQAELLLLIDISSRKKFQTILQKSRERYQLLIQNSIDTIAVIHNGKWVFMNESGISLFEAATYEDLIGKNIYDQLHPCDHEDVKERIQNIAEQKTESEIVKQSWFTFQNRVIYTEMVCIPTTFFGEAAVQVILRDISERKQTEELMLKSEKLSIAGQLAAGIAHEIRNPLTAIKGFLQLMKPTMEGNEHYFDIVFSELSRIELILSELLMLAKPQQNAVKEYLNLKKLIGEVSALLETQANLNGIFIRTSYEKDSIYIN.... The pIC50 is 4.0. (4) The small molecule is C=CC(=O)Nc1ccc(S(=O)(=O)N2CCN(C(=O)N3CCCC3)CC2)cc1. The pIC50 is 6.2. The target protein (P00488) has sequence MSETSRTAFGGRRAVPPNNSNAAEDDLPTVELQGVVPRGVNLQEFLNVTSVHLFKERWDTNKVDHHTDKYENNKLIVRRGQSFYVQIDFSRPYDPRRDLFRVEYVIGRYPQENKGTYIPVPIVSELQSGKWGAKIVMREDRSVRLSIQSSPKCIVGKFRMYVAVWTPYGVLRTSRNPETDTYILFNPWCEDDAVYLDNEKEREEYVLNDIGVIFYGEVNDIKTRSWSYGQFEDGILDTCLYVMDRAQMDLSGRGNPIKVSRVGSAMVNAKDDEGVLVGSWDNIYAYGVPPSAWTGSVDILLEYRSSENPVRYGQCWVFAGVFNTFLRCLGIPARIVTNYFSAHDNDANLQMDIFLEEDGNVNSKLTKDSVWNYHCWNEAWMTRPDLPVGFGGWQAVDSTPQENSDGMYRCGPASVQAIKHGHVCFQFDAPFVFAEVNSDLIYITAKKDGTHVVENVDATHIGKLIVTKQIGGDGMMDITDTYKFQEGQEEERLALETALM.... (5) The drug is c1ccc(CN(Cc2ccccc2)N=C2CCCc3ccccc32)cc1. The target protein (P35575) has sequence MEEGMNVLHDFGIQSTHYLQVNYQDSQDWFILVSVIADLRNAFYVLFPIWFHLQEAVGIKLLWVAVIGDWLNLVFKWILFGQRPYWWVLDTDYYSNTSVPLIKQFPVTCETGPGSPSGHAMGTAGVYYVMVTSTLSIFQGKIKPTYRFRCLNVILWLGFWAVQLNVCLSRIYLAAHFPHQVVAGVLSGIAVAETFSHIHSIYNASLKKYFLITFFLFSFAIGFYLLLKGLGVDLLWTLEKAQRWCEQPEWVHIDTTPFASLLKNLGTLFGLGLALNSSMYRESCKGKLSKWLPFRLSSIVASLVLLHVFDSLKPPSQVELVFYVLSFCKSAVVPLASVSVIPYCLAQVLGQPHKKSL. The pIC50 is 4.6. (6) The small molecule is CCCCN(C)CCCNC(=O)c1ccc2c(c1)N(Cc1cccc(Cl)c1)C(=O)c1ccccc1S2(=O)=O. The target protein (P9WJM9) has sequence MQSWYCPPVPVLPGRGPQLRLYDSADRQVRPVAPGSKATMYVCGITPYDATHLGHAATYVTFDLIHRLWLDLGHELHYVQNITDIDDPLFERADRDGVDWRDLAQAEVALFCEDMAALRVLPPQDYVGATEAIAEMVELIEKMLACGAAYVIDREMGEYQDIYFRADATLQFGYESGYDRDTMLRLCEERGGDPRRPGKSDELDALLWRAARPGEPSWPSPFGPGRPGWHVECAAIALSRIGSGLDIQGGGSDLIFPHHEFTAAHAECVSGERRFARHYVHAGMIGWDGHKMSKSRGNLVLVSALRAQDVEPSAVRLGLLAGHYRADRFWSQQVLDEATARLHRWRTATALPAGPAAVDVVARVRRYLADDLDTPKAIAALDGWVTDAVEYGGHDAGAPKLVATAIDALLGVDL. The pIC50 is 2.8. (7) The compound is COc1ccc2c(c1)OC(c1ccc(C#N)cc1)CC2n1ccnc1. The target protein sequence is MVLEMLNPIHYNITSIVPEAMPAATMPVLLLTGLFLLVWNYEGTSSIP. The pIC50 is 6.9.